Dataset: Reaction yield outcomes from USPTO patents with 853,638 reactions. Task: Predict the reaction yield, written as a fraction of the theoretical maximum amount of product (1.0 means a 100% yield; for example, 0.34 means a 34% yield). (1) The reactants are O.[Br:2][C:3]1[CH:8]=[CH:7][C:6]([CH:9]=[CH:10][C:11]2[CH:16]=[CH:15][CH:14]=[CH:13][CH:12]=2)=[CH:5][CH:4]=1.II. The catalyst is C1CCCCC1.C1COCC1. The product is [Br:2][C:3]1[CH:4]=[CH:5][C:6]2[CH:9]=[CH:10][C:11]3[C:12]([C:7]=2[CH:8]=1)=[CH:13][CH:14]=[CH:15][CH:16]=3. The yield is 0.940. (2) The reactants are C[CH:2]([CH2:7][CH2:8][C:9]([OH:11])=O)[CH2:3]C(O)=O.S(=O)(=O)(O)O.[OH-].[NH4+].[C:19](=[O:22])(O)O.[NH2:23][C:24]([NH2:26])=N.[CH3:27]C(C)([O-])C.[K+]. The catalyst is C(O)C.C(OCC)(=O)C. The product is [CH3:27][C:24]1[N:26]=[C:9]([OH:11])[C:8]([CH2:7][C:2]#[CH:3])=[C:19]([OH:22])[N:23]=1. The yield is 0.190.